The task is: Predict the reactants needed to synthesize the given product.. This data is from Full USPTO retrosynthesis dataset with 1.9M reactions from patents (1976-2016). Given the product [CH3:15][O:14][C:11]1([O:12][CH3:13])[CH:2]2[CH:8]=[CH:7][CH:6]1[CH2:5][N:4]([CH2:17][C:18]1[CH:23]=[CH:22][C:21]([O:24][CH3:25])=[CH:20][CH:19]=1)[CH2:3]2, predict the reactants needed to synthesize it. The reactants are: Cl[C:2]12[C:11]([O:14][CH3:15])([O:12][CH3:13])[C:6](Cl)([C:7](Cl)=[C:8]1Cl)[CH2:5][N:4]([CH2:17][C:18]1[CH:23]=[CH:22][C:21]([O:24][CH3:25])=[CH:20][CH:19]=1)[CH2:3]2.C(O)(C)(C)C.[Na].